This data is from Reaction yield outcomes from USPTO patents with 853,638 reactions. The task is: Predict the reaction yield, written as a fraction of the theoretical maximum amount of product (1.0 means a 100% yield; for example, 0.34 means a 34% yield). (1) The yield is 0.430. The product is [C:1]([O:5][C:6](=[O:23])[NH:7][CH2:8][CH2:9][CH2:10][NH:11][C:12]([NH2:14])=[S:13])([CH3:4])([CH3:2])[CH3:3]. The reactants are [C:1]([O:5][C:6](=[O:23])[NH:7][CH2:8][CH2:9][CH2:10][NH:11][C:12]([NH:14]C(=O)C1C=CC=CC=1)=[S:13])([CH3:4])([CH3:3])[CH3:2].[OH-].[Na+]. The catalyst is CO. (2) The reactants are [Cl:1][C:2]1[CH:7]=[CH:6][C:5]([CH2:8][C@H:9]([NH:27]C(=O)OC(C)(C)C)[CH2:10][CH2:11][N:12]2[CH:16]=[C:15]([C:17]3[CH:18]=[C:19]4[C:24](=[CH:25][CH:26]=3)[CH:23]=[N:22][CH:21]=[CH:20]4)[CH:14]=[N:13]2)=[CH:4][CH:3]=1.C(O)(C(F)(F)F)=O. The catalyst is C(Cl)Cl. The product is [Cl:1][C:2]1[CH:7]=[CH:6][C:5]([CH2:8][C@H:9]([NH2:27])[CH2:10][CH2:11][N:12]2[CH:16]=[C:15]([C:17]3[CH:18]=[C:19]4[C:24](=[CH:25][CH:26]=3)[CH:23]=[N:22][CH:21]=[CH:20]4)[CH:14]=[N:13]2)=[CH:4][CH:3]=1. The yield is 0.650.